Dataset: Forward reaction prediction with 1.9M reactions from USPTO patents (1976-2016). Task: Predict the product of the given reaction. (1) Given the reactants P([O-])(O)(O)=O.[Na+].Cl([O-])=[O:8].[Na+].[CH:11]([C:13]12[CH2:20][CH2:19][C:16]([C:21]([O:23][CH2:24][C:25]3[CH:30]=[CH:29][CH:28]=[CH:27][CH:26]=3)=[O:22])([CH2:17][CH2:18]1)[CH2:15][O:14]2)=[O:12].CC(=CC)C, predict the reaction product. The product is: [CH2:24]([O:23][C:21]([C:16]12[CH2:17][CH2:18][C:13]([C:11]([OH:8])=[O:12])([CH2:20][CH2:19]1)[O:14][CH2:15]2)=[O:22])[C:25]1[CH:26]=[CH:27][CH:28]=[CH:29][CH:30]=1. (2) Given the reactants Cl[C:2]1[CH:3]=[C:4]([C:10]2[N:15]=[C:14]([C:16]([NH2:18])=[O:17])[C:13]([NH:19][CH2:20][CH3:21])=[CH:12][CH:11]=2)[CH:5]=[CH:6][C:7]=1[C:8]#[N:9].[C:22]([C@:24]1([OH:31])[CH2:28][CH2:27][N:26]([CH3:29])[C:25]1=[O:30])#[CH:23], predict the reaction product. The product is: [C:8]([C:7]1[CH:6]=[CH:5][C:4]([C:10]2[N:15]=[C:14]([C:16]([NH2:18])=[O:17])[C:13]([NH:19][CH2:20][CH3:21])=[CH:12][CH:11]=2)=[CH:3][C:2]=1[C:23]#[C:22][C@:24]1([OH:31])[CH2:28][CH2:27][N:26]([CH3:29])[C:25]1=[O:30])#[N:9].